This data is from Reaction yield outcomes from USPTO patents with 853,638 reactions. The task is: Predict the reaction yield, written as a fraction of the theoretical maximum amount of product (1.0 means a 100% yield; for example, 0.34 means a 34% yield). (1) The reactants are [CH2:1]([O:3][PH:4](=[O:8])[O:5][CH2:6][CH3:7])[CH3:2].[O-]S(C(F)(F)F)(=O)=O.C(=O)([O-])[O-].[Cs+].[Cs+].C1C=[C:27]2[C:29]([C:31](O)(O)[C:32](=O)[C:26]2=CC=1)=O. The catalyst is O1CCCC1.ClCCl.O.CO. The product is [CH2:1]([O:3][PH:4](=[O:8])[O:5][CH2:6][C:7]1[CH:27]=[CH:29][CH:31]=[CH:32][CH:26]=1)[C:2]1[CH:31]=[CH:32][CH:26]=[CH:27][CH:29]=1. The yield is 0.900. (2) The reactants are [Si:1]([O:8][C@@H:9]([C@H:14]1[CH2:18][O:17][C:16]([CH3:20])([CH3:19])[N:15]1[C:21]([O:23][C:24]([CH3:27])([CH3:26])[CH3:25])=[O:22])[C@@H:10]([CH3:13])[CH2:11]O)([C:4]([CH3:7])([CH3:6])[CH3:5])([CH3:3])[CH3:2].CC(OC(/N=N/C(OC(C)C)=O)=O)C.C1C=CC(P(C2C=CC=CC=2)C2C=CC=CC=2)=CC=1.C1C=CC(P([N:75]=[N+:76]=[N-:77])(C2C=CC=CC=2)=O)=CC=1. The catalyst is C1COCC1. The product is [N:75]([CH2:11][C@H:10]([CH3:13])[C@H:9]([C@H:14]1[CH2:18][O:17][C:16]([CH3:20])([CH3:19])[N:15]1[C:21]([O:23][C:24]([CH3:27])([CH3:26])[CH3:25])=[O:22])[O:8][Si:1]([C:4]([CH3:7])([CH3:6])[CH3:5])([CH3:3])[CH3:2])=[N+:76]=[N-:77]. The yield is 0.860. (3) The reactants are [H-].[Na+].[Si:3]([O:10][CH2:11][C@H:12]1[O:17][C@:16]([C:20]2[CH:25]=[CH:24][C:23]([Cl:26])=[C:22]([CH2:27][C:28]3[CH:33]=[CH:32][C:31]([O:34][CH3:35])=[C:30]([F:36])[C:29]=3[F:37])[CH:21]=2)([O:18][CH3:19])[C@H:15]([OH:38])[C@@H:14]([OH:39])[C@@H:13]1[OH:40])([C:6]([CH3:9])([CH3:8])[CH3:7])([CH3:5])[CH3:4].[CH2:41](Br)[C:42]1[CH:47]=[CH:46][CH:45]=[CH:44][CH:43]=1. The catalyst is O1CCCC1. The product is [C:6]([Si:3]([CH3:5])([CH3:4])[O:10][CH2:11][C@@H:12]1[C@@H:13]([O:40][CH2:41][C:42]2[CH:47]=[CH:46][CH:45]=[CH:44][CH:43]=2)[C@H:14]([O:39][CH2:27][C:28]2[CH:33]=[CH:32][CH:31]=[CH:30][CH:29]=2)[C@@H:15]([O:38][CH2:16][C:20]2[CH:25]=[CH:24][CH:23]=[CH:22][CH:21]=2)[C@@:16]([C:20]2[CH:25]=[CH:24][C:23]([Cl:26])=[C:22]([CH2:27][C:28]3[CH:33]=[CH:32][C:31]([O:34][CH3:35])=[C:30]([F:36])[C:29]=3[F:37])[CH:21]=2)([O:18][CH3:19])[O:17]1)([CH3:8])([CH3:9])[CH3:7]. The yield is 1.00.